This data is from Forward reaction prediction with 1.9M reactions from USPTO patents (1976-2016). The task is: Predict the product of the given reaction. (1) Given the reactants [CH:1]1([C:4]2[C:9]([CH:10]3[CH2:12][CH2:11]3)=[CH:8][C:7]([CH2:13][OH:14])=[C:6]([O:15][CH:16]([CH3:18])[CH3:17])[CH:5]=2)[CH2:3][CH2:2]1, predict the reaction product. The product is: [CH:1]1([C:4]2[C:9]([CH:10]3[CH2:12][CH2:11]3)=[CH:8][C:7]([CH:13]=[O:14])=[C:6]([O:15][CH:16]([CH3:18])[CH3:17])[CH:5]=2)[CH2:3][CH2:2]1. (2) The product is: [Cl:27][C:28]1[C:29]([CH3:41])=[N:30][N:31]([C:33]2[CH:38]=[CH:37][CH:36]=[C:35]([CH3:39])[C:34]=2[C:13]2[CH:14]=[C:15]3[C:10](=[CH:11][CH:12]=2)[N:9]=[C:8]([NH2:26])[C:7]([N:4]2[CH2:3][CH2:2][O:1][CH2:6][CH2:5]2)=[CH:16]3)[CH:32]=1. Given the reactants [O:1]1[CH2:6][CH2:5][N:4]([C:7]2[C:8]([NH2:26])=[N:9][C:10]3[C:15]([CH:16]=2)=[CH:14][C:13](B2OC(C)(C)C(C)(C)O2)=[CH:12][CH:11]=3)[CH2:3][CH2:2]1.[Cl:27][C:28]1[C:29]([CH3:41])=[N:30][N:31]([C:33]2[CH:38]=[CH:37][CH:36]=[C:35]([CH3:39])[C:34]=2I)[CH:32]=1.C(=O)([O-])[O-].[Na+].[Na+].O, predict the reaction product. (3) Given the reactants Br[C:2]1[CH:7]=[CH:6][CH:5]=[CH:4][N:3]=1.C(N(CC)CC)C.[C:15]([Si:17]([CH3:20])([CH3:19])[CH3:18])#[CH:16].O, predict the reaction product. The product is: [CH3:18][Si:17]([C:15]#[C:16][C:2]1[CH:7]=[CH:6][CH:5]=[CH:4][N:3]=1)([CH3:20])[CH3:19].